From a dataset of Forward reaction prediction with 1.9M reactions from USPTO patents (1976-2016). Predict the product of the given reaction. (1) Given the reactants [F:1][C:2]([F:17])([F:16])[C:3]1[CH:4]=[C:5]([N:9]2[C:13](=[O:14])[CH2:12][C:11](=[O:15])[NH:10]2)[CH:6]=[CH:7][CH:8]=1.[CH3:18][C:19]1[CH:20]=[C:21](C=O)[O:22][C:23]=1[CH3:24].[CH3:27]CO, predict the reaction product. The product is: [CH3:27][C:20]1[C:19]([CH3:18])=[C:23]([CH:24]=[C:12]2[C:13](=[O:14])[N:9]([C:5]3[CH:6]=[CH:7][CH:8]=[C:3]([C:2]([F:1])([F:16])[F:17])[CH:4]=3)[NH:10][C:11]2=[O:15])[O:22][CH:21]=1. (2) Given the reactants Cl[C:2]1[N:7]=[CH:6][N:5]=[C:4]([NH:8][CH2:9][C:10]2[CH:15]=[CH:14][C:13]([O:16][CH3:17])=[CH:12][C:11]=2[O:18][CH3:19])[CH:3]=1.C([O-])=O.[NH4+], predict the reaction product. The product is: [CH3:19][O:18][C:11]1[CH:12]=[C:13]([O:16][CH3:17])[CH:14]=[CH:15][C:10]=1[CH2:9][NH:8][C:4]1[CH:3]=[CH:2][N:7]=[CH:6][N:5]=1. (3) The product is: [O:1]=[C:2]1[C:10]2[C:5](=[CH:6][CH:7]=[C:8]([CH:11]=[N:14][OH:15])[CH:9]=2)[CH2:4][O:3]1. Given the reactants [O:1]=[C:2]1[C:10]2[C:5](=[CH:6][CH:7]=[C:8]([CH:11]=O)[CH:9]=2)[CH2:4][O:3]1.Cl.[NH2:14][OH:15].[OH-].[Na+], predict the reaction product. (4) Given the reactants [CH3:1][C:2]1[N:7]=[C:6]([CH:8]=[O:9])[CH:5]=[CH:4][CH:3]=1.[CH3:10][Mg]Br, predict the reaction product. The product is: [CH3:1][C:2]1[N:7]=[C:6]([CH:8]([OH:9])[CH3:10])[CH:5]=[CH:4][CH:3]=1. (5) Given the reactants Br[CH2:2][C:3]([C:5]1[C:10]([CH3:11])=[CH:9][C:8]([O:12][CH2:13][CH:14]([CH3:16])[CH3:15])=[CH:7][C:6]=1[CH3:17])=O.[NH2:18][C:19]([NH2:21])=[S:20], predict the reaction product. The product is: [CH2:13]([O:12][C:8]1[CH:9]=[C:10]([CH3:11])[C:5]([C:3]2[N:18]=[C:19]([NH2:21])[S:20][CH:2]=2)=[C:6]([CH3:17])[CH:7]=1)[CH:14]([CH3:16])[CH3:15].